This data is from Reaction yield outcomes from USPTO patents with 853,638 reactions. The task is: Predict the reaction yield, written as a fraction of the theoretical maximum amount of product (1.0 means a 100% yield; for example, 0.34 means a 34% yield). The reactants are Br[C:2]1[CH:3]=[CH:4][C:5]([N+:8]([O-:10])=[O:9])=[N:6][CH:7]=1.[C:11]([N:18]1[CH2:23][CH2:22][NH:21][C:20](=[O:24])[CH2:19]1)([O:13][C:14]([CH3:17])([CH3:16])[CH3:15])=[O:12].C(=O)([O-])[O-].[Cs+].[Cs+]. The catalyst is O1CCOCC1.C([O-])(=O)C.[Pd+2].C([O-])(=O)C.CC1(C)C2C(=C(P(C3C=CC=CC=3)C3C=CC=CC=3)C=CC=2)OC2C(P(C3C=CC=CC=3)C3C=CC=CC=3)=CC=CC1=2. The product is [C:14]([O:13][C:11]([N:18]1[CH2:23][CH2:22][N:21]([C:2]2[CH:7]=[N:6][C:5]([N+:8]([O-:10])=[O:9])=[CH:4][CH:3]=2)[C:20](=[O:24])[CH2:19]1)=[O:12])([CH3:17])([CH3:15])[CH3:16]. The yield is 0.770.